Dataset: Forward reaction prediction with 1.9M reactions from USPTO patents (1976-2016). Task: Predict the product of the given reaction. (1) Given the reactants [Cl-].[Al+3].[Cl-].[Cl-].[Cl:5][C:6]1[CH:15]=[CH:14][C:13]2[C:8](=[CH:9][CH:10]=[CH:11][CH:12]=2)[CH:7]=1.[C:16](Cl)(=[O:19])[CH2:17][CH3:18].Cl, predict the reaction product. The product is: [Cl:5][C:6]1[CH:7]=[C:8]2[C:13]([CH:12]=[CH:11][CH:10]=[C:9]2[C:16](=[O:19])[CH2:17][CH3:18])=[CH:14][CH:15]=1. (2) Given the reactants [F:1][C:2]1[CH:3]=[C:4]([CH:6]=[CH:7][C:8]=1[O:9][C:10]1[CH:15]=[CH:14][N:13]=[C:12]2[CH:16]=[C:17]([C:19]3[N:20]=[N:21][N:22]([CH2:24][CH2:25][N:26]4[CH2:30][CH2:29][CH2:28][CH2:27]4)[CH:23]=3)[S:18][C:11]=12)[NH2:5].[N:31]1[CH:36]=[CH:35][CH:34]=C[CH:32]=1.ClC(OC1C=CC=CC=1)=[O:39].C1(N)CC1, predict the reaction product. The product is: [CH:36]1([NH:31][C:32]([NH:5][C:4]2[CH:6]=[CH:7][C:8]([O:9][C:10]3[CH:15]=[CH:14][N:13]=[C:12]4[CH:16]=[C:17]([C:19]5[N:20]=[N:21][N:22]([CH2:24][CH2:25][N:26]6[CH2:27][CH2:28][CH2:29][CH2:30]6)[CH:23]=5)[S:18][C:11]=34)=[C:2]([F:1])[CH:3]=2)=[O:39])[CH2:34][CH2:35]1. (3) Given the reactants [F:1][C:2]([F:7])([F:6])[C:3]([OH:5])=[O:4].[N+:8]([C:11]1[CH:16]=[CH:15][C:14]([S:17]([NH:20][C:21]2[CH:22]=[C:23]([NH:27]C(=O)OC(C)(C)C)[CH:24]=[CH:25][CH:26]=2)(=[O:19])=[O:18])=[CH:13][CH:12]=1)([O-:10])=[O:9].C1(C)C=CC=CC=1, predict the reaction product. The product is: [F:1][C:2]([F:7])([F:6])[C:3]([OH:5])=[O:4].[NH2:27][C:23]1[CH:22]=[C:21]([NH:20][S:17]([C:14]2[CH:15]=[CH:16][C:11]([N+:8]([O-:10])=[O:9])=[CH:12][CH:13]=2)(=[O:18])=[O:19])[CH:26]=[CH:25][CH:24]=1. (4) Given the reactants [Br:1][C:2]1[CH:3]=[C:4]2[C:9](=[CH:10][CH:11]=1)[N:8]=[CH:7][CH:6]=[C:5]2Cl.COC1C=C2C(=CC=1)N=CC=C2[S:25][C:26]1([C:30]([OH:32])=[O:31])CCC1.[S-2].[Na+].[Na+].Br[CH2:37][C:38](OCC)=O.C(=O)([O-])[O-].[Cs+].[Cs+], predict the reaction product. The product is: [Br:1][C:2]1[CH:3]=[C:4]2[C:9](=[CH:10][CH:11]=1)[N:8]=[CH:7][CH:6]=[C:5]2[S:25][CH2:26][C:30]([O:32][CH2:37][CH3:38])=[O:31]. (5) Given the reactants [C:1](Cl)(=[O:14])[O:2][CH2:3][C:4]1[CH:13]=[CH:12][C:11]2[C:6](=[CH:7][CH:8]=[CH:9][CH:10]=2)[CH:5]=1.[NH:16]1[CH2:20][CH:19]=[CH:18][CH2:17]1.C1COCC1, predict the reaction product. The product is: [N:16]1([C:1]([O:2][CH2:3][C:4]2[CH:13]=[CH:12][C:11]3[C:6](=[CH:7][CH:8]=[CH:9][CH:10]=3)[CH:5]=2)=[O:14])[CH2:20][CH:19]=[CH:18][CH2:17]1. (6) Given the reactants [N:1]1[CH:6]=[CH:5][CH:4]=[C:3]([C:7]2[C:8]3[CH:15]=[CH:14][C:13]([OH:16])=[CH:12][C:9]=3[S:10][CH:11]=2)[CH:2]=1.[CH2:17](I)[CH:18]([CH3:20])[CH3:19].C(=O)([O-])[O-].[K+].[K+], predict the reaction product. The product is: [CH2:17]([O:16][C:13]1[CH:14]=[CH:15][C:8]2[C:7]([C:3]3[CH:2]=[N:1][CH:6]=[CH:5][CH:4]=3)=[CH:11][S:10][C:9]=2[CH:12]=1)[CH:18]([CH3:20])[CH3:19]. (7) Given the reactants [NH2:1][CH2:2][C:3]1[N:4]=[CH:5][N:6]2[CH:10]=[CH:9][S:8][C:7]=12.[OH-].[Na+].[C:13](Cl)(=[O:25])[O:14][CH2:15][C:16]1[CH:21]=[CH:20][C:19]([N+:22]([O-:24])=[O:23])=[CH:18][CH:17]=1, predict the reaction product. The product is: [N+:22]([C:19]1[CH:18]=[CH:17][C:16]([CH2:15][O:14][C:13]([NH:1][CH2:2][C:3]2[N:4]=[CH:5][N:6]3[CH:10]=[CH:9][S:8][C:7]=23)=[O:25])=[CH:21][CH:20]=1)([O-:24])=[O:23]. (8) Given the reactants COC1C=C(OC)C=CC=1C[N:6]1[C:10]([C:11]2[C:19]3[C:14](=[N:15][CH:16]=[CH:17][CH:18]=3)[N:13]([CH2:20][C:21]3[CH:26]=[CH:25][CH:24]=[CH:23][C:22]=3[F:27])[N:12]=2)=[N:9][N:8]([CH2:28][CH2:29][CH2:30][OH:31])[C:7]1=[O:32].S(=O)(=O)(O)O.C(=O)([O-])[O-].[Na+].[Na+].[C:50](O)(=[O:52])[CH3:51], predict the reaction product. The product is: [C:50]([O:31][CH2:30][CH2:29][CH2:28][N:8]1[C:7](=[O:32])[NH:6][C:10]([C:11]2[C:19]3[C:14](=[N:15][CH:16]=[CH:17][CH:18]=3)[N:13]([CH2:20][C:21]3[CH:26]=[CH:25][CH:24]=[CH:23][C:22]=3[F:27])[N:12]=2)=[N:9]1)(=[O:52])[CH3:51]. (9) Given the reactants [CH2:1]([C:4]1[CH:44]=[CH:43][CH:42]=[CH:41][C:5]=1[CH2:6][O:7][CH2:8][C:9]1[CH:40]=[C:12]2[N:13]=[C:14]([CH3:39])[C:15]([C@H:28]([O:34][C:35]([CH3:38])([CH3:37])[CH3:36])[C:29]([O:31][CH2:32][CH3:33])=[O:30])=[C:16]([N:17]3[CH2:22][CH2:21][C:20]([O:24][CH2:25][CH:26]=C)([CH3:23])[CH2:19][CH2:18]3)[N:11]2[N:10]=1)[CH:2]=C, predict the reaction product. The product is: [C:35]([O:34][C@@H:28]([C:15]1[C:14]([CH3:39])=[N:13][C:12]2=[CH:40][C:9]3=[N:10][N:11]2[C:16]=1[N:17]1[CH2:22][CH2:21][C:20]([CH3:23])([O:24][CH2:25][CH:26]=[CH:2][CH2:1][C:4]2[CH:44]=[CH:43][CH:42]=[CH:41][C:5]=2[CH2:6][O:7][CH2:8]3)[CH2:19][CH2:18]1)[C:29]([O:31][CH2:32][CH3:33])=[O:30])([CH3:36])([CH3:38])[CH3:37]. (10) The product is: [C:13]([O:17][C:18]([N:20]1[CH2:24][CH2:23][CH2:22][C@@H:21]1[CH2:25][O:26][C:27]1[CH:28]=[CH:29][C:30]([O:12][C:9]2[CH:8]=[CH:7][C:6]([N:1]3[CH:5]=[N:4][CH:3]=[N:2]3)=[CH:11][CH:10]=2)=[CH:31][CH:32]=1)=[O:19])([CH3:16])([CH3:14])[CH3:15]. Given the reactants [N:1]1([C:6]2[CH:11]=[CH:10][C:9]([OH:12])=[CH:8][CH:7]=2)[CH:5]=[N:4][CH:3]=[N:2]1.[C:13]([O:17][C:18]([N:20]1[CH2:24][CH2:23][CH2:22][C@@H:21]1[CH2:25][O:26][C:27]1[CH:32]=[CH:31][C:30](I)=[CH:29][CH:28]=1)=[O:19])([CH3:16])([CH3:15])[CH3:14], predict the reaction product.